This data is from Reaction yield outcomes from USPTO patents with 853,638 reactions. The task is: Predict the reaction yield, written as a fraction of the theoretical maximum amount of product (1.0 means a 100% yield; for example, 0.34 means a 34% yield). (1) The reactants are [Cl:1][C:2]1[CH:7]=[C:6]([N+:8]([O-:10])=[O:9])[CH:5]=[C:4]([Cl:11])[C:3]=1F.[F:13][C:14]([F:23])([F:22])[C:15]1[CH:20]=[CH:19][CH:18]=[CH:17][C:16]=1[SH:21].C(=O)([O-])[O-].[K+].[K+]. The catalyst is CN(C)C=O. The product is [Cl:1][C:2]1[CH:7]=[C:6]([N+:8]([O-:10])=[O:9])[CH:5]=[C:4]([Cl:11])[C:3]=1[S:21][C:16]1[CH:17]=[CH:18][CH:19]=[CH:20][C:15]=1[C:14]([F:13])([F:22])[F:23]. The yield is 0.823. (2) The reactants are [CH3:1][N:2]([CH2:12][C@@H:13]([NH:21][C:22]([N:24]1[CH2:29][CH2:28][CH2:27][C@@H:26]([C@H:30]([C:39]2[CH:44]=[CH:43][CH:42]=[CH:41][CH:40]=2)[O:31][CH2:32][CH2:33][NH:34][C:35](=[O:38])[O:36][CH3:37])[CH2:25]1)=[O:23])[CH2:14][CH:15]1[CH2:20][CH2:19][O:18][CH2:17][CH2:16]1)C(OCC[Si](C)(C)C)=O.CCN(CC)CC.C(O)=O. The catalyst is CC#N. The product is [CH3:1][NH:2][CH2:12][C@@H:13]([NH:21][C:22]([N:24]1[CH2:29][CH2:28][CH2:27][C@@H:26]([C@H:30]([C:39]2[CH:40]=[CH:41][CH:42]=[CH:43][CH:44]=2)[O:31][CH2:32][CH2:33][NH:34][C:35](=[O:38])[O:36][CH3:37])[CH2:25]1)=[O:23])[CH2:14][CH:15]1[CH2:16][CH2:17][O:18][CH2:19][CH2:20]1. The yield is 0.420.